From a dataset of Forward reaction prediction with 1.9M reactions from USPTO patents (1976-2016). Predict the product of the given reaction. (1) Given the reactants [C:1]([O:5][C:6]([N:8]1[CH2:13][CH2:12][C:11](=[O:14])[CH2:10][CH2:9]1)=[O:7])([CH3:4])([CH3:3])[CH3:2].N1CC[CH2:17][C:16]1=O.O.ICC, predict the reaction product. The product is: [C:1]([O:5][C:6]([N:8]1[CH2:9][CH2:10][C:11](=[O:14])[CH:12]([CH2:16][CH3:17])[CH2:13]1)=[O:7])([CH3:4])([CH3:2])[CH3:3]. (2) Given the reactants [C:1]([O:5][C:6]([NH:8]/[CH:9]=[C:10](/[F:14])\[CH2:11][CH2:12]O)=[O:7])([CH3:4])([CH3:3])[CH3:2].C(Br)(Br)(Br)[Br:16].C1C=CC(P(C2C=CC=CC=2)C2C=CC=CC=2)=CC=1, predict the reaction product. The product is: [C:1]([O:5][C:6]([NH:8]/[CH:9]=[C:10](/[F:14])\[CH2:11][CH2:12][Br:16])=[O:7])([CH3:4])([CH3:3])[CH3:2]. (3) Given the reactants [F:1][C:2]1[CH:3]=[C:4]([NH2:8])[CH:5]=[N:6][CH:7]=1.CC(C)([O-])C.[K+].F[C:16]1[C:23]([N+:24]([O-:26])=[O:25])=[CH:22][CH:21]=[C:20]([F:27])[C:17]=1[C:18]#[N:19], predict the reaction product. The product is: [F:27][C:20]1[C:17]([C:18]#[N:19])=[C:16]([NH:8][C:4]2[CH:5]=[N:6][CH:7]=[C:2]([F:1])[CH:3]=2)[C:23]([N+:24]([O-:26])=[O:25])=[CH:22][CH:21]=1. (4) Given the reactants [CH3:1][O:2][C:3]1[CH:4]=[C:5]([NH:15][C:16]2[N:21]=[C:20]([C:22](OCC)=O)[CH:19]=[C:18](C)[N:17]=2)[CH:6]=[CH:7][C:8]=1[N:9]1[CH:13]=[C:12]([CH3:14])[N:11]=[CH:10]1.C[Mg]Cl.[C:31](=O)([O-])[O-].[Na+].[Na+].[O:37]1[CH2:41][CH2:40]CC1, predict the reaction product. The product is: [CH3:1][O:2][C:3]1[CH:4]=[C:5]([NH:15][C:16]2[N:17]=[C:18]([C:41]([OH:37])([CH3:40])[CH3:31])[CH:19]=[C:20]([CH3:22])[N:21]=2)[CH:6]=[CH:7][C:8]=1[N:9]1[CH:13]=[C:12]([CH3:14])[N:11]=[CH:10]1. (5) Given the reactants [C:1]([N:4]1[C:13]2[C:8](=[CH:9][CH:10]=[C:11]([C:14]3[S:15][C:16](Cl)=[C:17]([C:19]([O:21][CH2:22][CH3:23])=[O:20])[N:18]=3)[CH:12]=2)[CH2:7][CH2:6][CH2:5]1)(=[O:3])[CH3:2].[C:25]1([OH:31])[CH:30]=[CH:29][CH:28]=[CH:27][CH:26]=1.[OH-].[K+].CN(C=O)C, predict the reaction product. The product is: [C:1]([N:4]1[C:13]2[C:8](=[CH:9][CH:10]=[C:11]([C:14]3[S:15][C:16]([O:31][C:25]4[CH:30]=[CH:29][CH:28]=[CH:27][CH:26]=4)=[C:17]([C:19]([O:21][CH2:22][CH3:23])=[O:20])[N:18]=3)[CH:12]=2)[CH2:7][CH2:6][CH2:5]1)(=[O:3])[CH3:2]. (6) Given the reactants C[O:2][C:3](=[O:34])[CH:4]([C:9]1[C:14]([CH3:15])=[CH:13][C:12]([NH:16][S:17]([CH3:20])(=[O:19])=[O:18])=[C:11]([CH:21]2[CH2:23][CH2:22]2)[C:10]=1[C:24]1[CH:25]=[C:26]2[C:31](=[CH:32][CH:33]=1)[O:30][CH2:29][CH2:28][CH2:27]2)[O:5][CH:6]1[CH2:8][CH2:7]1.[OH-].[Na+].O.Cl, predict the reaction product. The product is: [O:30]1[C:31]2[C:26](=[CH:25][C:24]([C:10]3[C:11]([CH:21]4[CH2:22][CH2:23]4)=[C:12]([NH:16][S:17]([CH3:20])(=[O:19])=[O:18])[CH:13]=[C:14]([CH3:15])[C:9]=3[CH:4]([O:5][CH:6]3[CH2:7][CH2:8]3)[C:3]([OH:34])=[O:2])=[CH:33][CH:32]=2)[CH2:27][CH2:28][CH2:29]1. (7) Given the reactants [F:1][C:2]1[CH:3]=[CH:4][C:5]([N+:11]([O-:13])=[O:12])=[C:6]([CH:10]=1)[C:7]([OH:9])=[O:8].[CH3:14][Si](C=[N+]=[N-])(C)C, predict the reaction product. The product is: [CH3:14][O:8][C:7](=[O:9])[C:6]1[CH:10]=[C:2]([F:1])[CH:3]=[CH:4][C:5]=1[N+:11]([O-:13])=[O:12]. (8) Given the reactants [NH2:1][C:2]1[N:7]=[C:6]([O:8][C:9]2[CH:10]=[C:11]3[C:16](=[CH:17][CH:18]=2)[C:15]([C:19](O)=[O:20])=[CH:14][CH:13]=[CH:12]3)[CH:5]=[CH:4][N:3]=1.CCN(CC)CC.[F:29][C:30]1[CH:36]=[CH:35][C:33]([NH2:34])=[CH:32][C:31]=1[C:37]([F:40])([F:39])[F:38].CCCP(=O)=O, predict the reaction product. The product is: [F:29][C:30]1[CH:36]=[CH:35][C:33]([NH:34][C:19]([C:15]2[C:16]3[C:11](=[CH:10][C:9]([O:8][C:6]4[CH:5]=[CH:4][N:3]=[C:2]([NH2:1])[N:7]=4)=[CH:18][CH:17]=3)[CH:12]=[CH:13][CH:14]=2)=[O:20])=[CH:32][C:31]=1[C:37]([F:38])([F:39])[F:40]. (9) Given the reactants [CH2:1]([C@@:3]12[CH2:16][C@:15]([OH:18])([CH3:17])[C@:14]([OH:25])([C:19]3[CH:24]=[CH:23][CH:22]=[CH:21][CH:20]=3)[CH2:13][C@H:12]1[CH2:11][CH2:10][C:9]1[CH:8]=[C:7]([O:26][CH2:27][C:28](O)=[O:29])[CH:6]=[CH:5][C:4]2=1)[CH3:2].[NH2:31][CH2:32][C:33]1[CH:38]=[CH:37][N:36]=[CH:35][CH:34]=1, predict the reaction product. The product is: [CH2:1]([C@@:3]12[CH2:16][C@:15]([OH:18])([CH3:17])[C@:14]([OH:25])([C:19]3[CH:24]=[CH:23][CH:22]=[CH:21][CH:20]=3)[CH2:13][C@@H:12]1[CH2:11][CH2:10][C:9]1[CH:8]=[C:7]([O:26][CH2:27][C:28]([NH:31][CH2:32][C:33]3[CH:38]=[CH:37][N:36]=[CH:35][CH:34]=3)=[O:29])[CH:6]=[CH:5][C:4]2=1)[CH3:2].